Predict the product of the given reaction. From a dataset of Forward reaction prediction with 1.9M reactions from USPTO patents (1976-2016). (1) Given the reactants [CH3:1][O:2][C:3]1[CH:4]=[C:5]([CH2:11][CH2:12][C:13]([OH:15])=O)[CH:6]=[CH:7][C:8]=1[O:9][CH3:10].CN(C=O)C.C(Cl)(=O)C(Cl)=O.[NH2:27][C:28]1[S:29][CH:30]=[C:31]([C:33]2[CH:38]=[CH:37][C:36]([Cl:39])=[CH:35][CH:34]=2)[N:32]=1, predict the reaction product. The product is: [Cl:39][C:36]1[CH:35]=[CH:34][C:33]([C:31]2[N:32]=[C:28]([NH:27][C:13](=[O:15])[CH2:12][CH2:11][C:5]3[CH:6]=[CH:7][C:8]([O:9][CH3:10])=[C:3]([O:2][CH3:1])[CH:4]=3)[S:29][CH:30]=2)=[CH:38][CH:37]=1. (2) Given the reactants CC(C)([O-])C.[Na+].[F:7][C:8]1[CH:25]=[CH:24][C:11]([CH2:12][C:13]2[C:22]3[C:17](=[CH:18][CH:19]=[CH:20][CH:21]=3)[C:16](=[O:23])[NH:15][N:14]=2)=[CH:10][C:9]=1[C:26]([N:28]1[CH2:33][CH2:32][CH:31]([OH:34])[CH2:30][CH2:29]1)=[O:27].Cl.Cl[C:37]1[CH:42]=[CH:41][N:40]=[CH:39][N:38]=1, predict the reaction product. The product is: [F:7][C:8]1[CH:25]=[CH:24][C:11]([CH2:12][C:13]2[C:22]3[C:17](=[CH:18][CH:19]=[CH:20][CH:21]=3)[C:16](=[O:23])[NH:15][N:14]=2)=[CH:10][C:9]=1[C:26]([N:28]1[CH2:29][CH2:30][CH:31]([O:34][C:37]2[CH:42]=[CH:41][N:40]=[CH:39][N:38]=2)[CH2:32][CH2:33]1)=[O:27]. (3) Given the reactants [Cl:1][C:2]1[CH:3]=[C:4]([NH:11][S:12]([C:15]2[CH:20]=[CH:19][C:18]([Cl:21])=[C:17]([C:22]([F:25])([F:24])[F:23])[CH:16]=2)(=[O:14])=[O:13])[C:5]([C:8]([OH:10])=O)=[N:6][CH:7]=1.[Cl:26][C:27]1[CH:32]=[CH:31][CH:30]=[CH:29][C:28]=1[NH:33][CH3:34].F[P-](F)(F)(F)(F)F.N1(O[P+](N(C)C)(N(C)C)N(C)C)C2C=CC=CC=2N=N1.CCN(C(C)C)C(C)C, predict the reaction product. The product is: [Cl:26][C:27]1[CH:32]=[CH:31][CH:30]=[CH:29][C:28]=1[N:33]([CH3:34])[C:8]([C:5]1[C:4]([NH:11][S:12]([C:15]2[CH:20]=[CH:19][C:18]([Cl:21])=[C:17]([C:22]([F:24])([F:25])[F:23])[CH:16]=2)(=[O:14])=[O:13])=[CH:3][C:2]([Cl:1])=[CH:7][N:6]=1)=[O:10]. (4) Given the reactants [NH:1]1[C:9]2[C:4](=[CH:5][CH:6]=[CH:7][CH:8]=2)[CH2:3][CH:2]1[C:10]([OH:12])=[O:11].[N+:13]([O-:16])(O)=[O:14].[C:17]1(C)C=CC(S(O)(=O)=O)=CC=1.ClC1C(=O)C(C#N)=C(C#N)C(=O)C=1Cl, predict the reaction product. The product is: [CH3:17][O:11][C:10]([C:2]1[NH:1][C:9]2[C:4]([CH:3]=1)=[CH:5][CH:6]=[C:7]([N+:13]([O-:16])=[O:14])[CH:8]=2)=[O:12]. (5) Given the reactants [CH3:1][O:2][C:3]1[CH:12]=[C:11]([O:13][CH3:14])[CH:10]=[C:9]2[C:4]=1[C:5]([O:15][C:16]1[CH:21]=[CH:20][C:19]([N+:22]([O-])=O)=[CH:18][CH:17]=1)=[CH:6][CH:7]=[N:8]2.[Cl-].[NH4+], predict the reaction product. The product is: [CH3:1][O:2][C:3]1[CH:12]=[C:11]([O:13][CH3:14])[CH:10]=[C:9]2[C:4]=1[C:5]([O:15][C:16]1[CH:21]=[CH:20][C:19]([NH2:22])=[CH:18][CH:17]=1)=[CH:6][CH:7]=[N:8]2. (6) Given the reactants Br[C:2]1[C:3]2[C:4]3[CH:18]=[CH:17][S:16][C:5]=3[C:6](=[O:15])[NH:7][C:8]=2[C:9]([CH3:14])=[CH:10][C:11]=1[O:12][CH3:13].[F:19][C:20]1[CH:25]=[C:24](B2OC(C)(C)C(C)(C)O2)[CH:23]=[CH:22][C:21]=1[C@@H:35]([CH3:45])[CH2:36][NH:37][C:38](=[O:44])[O:39][C:40]([CH3:43])([CH3:42])[CH3:41], predict the reaction product. The product is: [F:19][C:20]1[CH:25]=[C:24]([C:2]2[C:3]3[C:4]4[CH:18]=[CH:17][S:16][C:5]=4[C:6](=[O:15])[NH:7][C:8]=3[C:9]([CH3:14])=[CH:10][C:11]=2[O:12][CH3:13])[CH:23]=[CH:22][C:21]=1[C@@H:35]([CH3:45])[CH2:36][NH:37][C:38](=[O:44])[O:39][C:40]([CH3:42])([CH3:41])[CH3:43]. (7) The product is: [C:36]([O:40][C:41]([NH:43][C@H:44]([C:48]([O:21][CH2:20][CH2:19][N:16]1[CH2:15][CH2:14][N:13]([S:10]([C:7]2[CH:8]=[CH:9][C:4]([O:3][CH2:1][CH3:2])=[C:5]([C:22]3[NH:23][C:24](=[O:35])[C:25]4[N:30]([CH3:31])[CH:29]=[C:28]([CH2:32][CH2:33][CH3:34])[C:26]=4[N:27]=3)[CH:6]=2)(=[O:11])=[O:12])[CH2:18][CH2:17]1)=[O:49])[CH:45]([CH3:46])[CH3:47])=[O:42])([CH3:38])([CH3:39])[CH3:37]. Given the reactants [CH2:1]([O:3][C:4]1[CH:9]=[CH:8][C:7]([S:10]([N:13]2[CH2:18][CH2:17][N:16]([CH2:19][CH2:20][OH:21])[CH2:15][CH2:14]2)(=[O:12])=[O:11])=[CH:6][C:5]=1[C:22]1[NH:23][C:24](=[O:35])[C:25]2[N:30]([CH3:31])[CH:29]=[C:28]([CH2:32][CH2:33][CH3:34])[C:26]=2[N:27]=1)[CH3:2].[C:36]([O:40][C:41]([NH:43][C@H:44]([C:48](O)=[O:49])[CH:45]([CH3:47])[CH3:46])=[O:42])([CH3:39])([CH3:38])[CH3:37].C(Cl)CCl, predict the reaction product.